This data is from Forward reaction prediction with 1.9M reactions from USPTO patents (1976-2016). The task is: Predict the product of the given reaction. (1) Given the reactants [CH3:1]N(C)C(CC)CN(C)C.N#N.CCO.[Li]C(CC)C.[Cl:21][C:22]1[CH:30]=[CH:29][C:25]([C:26]([OH:28])=[O:27])=[CH:24][CH:23]=1, predict the reaction product. The product is: [Cl:21][C:22]1[CH:30]=[CH:29][C:25]([C:26]([OH:28])=[O:27])=[C:24]([CH3:1])[CH:23]=1. (2) Given the reactants [CH3:1][NH:2][CH2:3][CH:4]([C:17]1[CH:22]=[CH:21][CH:20]=[CH:19][CH:18]=1)[O:5][C:6]1[C:11]([C:12](O)=[O:13])=[CH:10][N:9]=[C:8]([S:15][CH3:16])[N:7]=1.C(N(CC)CC)C.F[P-](F)(F)(F)(F)F.N1(OC(N(C)C)=[N+](C)C)C2N=CC=CC=2N=N1, predict the reaction product. The product is: [CH3:1][N:2]1[C:12](=[O:13])[C:11]2[CH:10]=[N:9][C:8]([S:15][CH3:16])=[N:7][C:6]=2[O:5][CH:4]([C:17]2[CH:22]=[CH:21][CH:20]=[CH:19][CH:18]=2)[CH2:3]1. (3) The product is: [ClH:1].[ClH:1].[NH2:27][CH2:26][CH:25]([NH:24][C:22]([C:18]1[N:14]2[CH:15]=[CH:16][CH:17]=[C:12]([O:11][CH2:10][C:9]3[C:41]([F:45])=[CH:42][CH:43]=[CH:44][C:8]=3[F:7])[C:13]2=[N:20][C:19]=1[CH3:21])=[O:23])[C:35]1[CH:40]=[CH:39][CH:38]=[CH:37][CH:36]=1. Given the reactants [ClH:1].C(OCC)C.[F:7][C:8]1[CH:44]=[CH:43][CH:42]=[C:41]([F:45])[C:9]=1[CH2:10][O:11][C:12]1[C:13]2[N:14]([C:18]([C:22]([NH:24][CH:25]([C:35]3[CH:40]=[CH:39][CH:38]=[CH:37][CH:36]=3)[CH2:26][NH:27]C(=O)OC(C)(C)C)=[O:23])=[C:19]([CH3:21])[N:20]=2)[CH:15]=[CH:16][CH:17]=1, predict the reaction product. (4) Given the reactants C([O:3][C:4]([C:6]1[CH:7]=[N:8][N:9]([S:11]([C:14]2[CH:19]=[CH:18][C:17]([CH3:20])=[CH:16][CH:15]=2)(=[O:13])=[O:12])[CH:10]=1)=O)C.CC(C[AlH]CC(C)C)C, predict the reaction product. The product is: [C:17]1([CH3:20])[CH:16]=[CH:15][C:14]([S:11]([N:9]2[CH:10]=[C:6]([CH2:4][OH:3])[CH:7]=[N:8]2)(=[O:13])=[O:12])=[CH:19][CH:18]=1. (5) Given the reactants S([CH2:11][N+:12]#[C-:13])(C1C=CC(C)=CC=1)(=O)=O.[N:14]1[CH:19]=[CH:18][CH:17]=[CH:16][C:15]=1[CH:20]=O.[C-]#N.[Na+].O1CC[N:27]=C1, predict the reaction product. The product is: [NH:12]1[CH:13]=[C:20]([C:15]2[CH:16]=[CH:17][CH:18]=[CH:19][N:14]=2)[N:27]=[CH:11]1. (6) The product is: [CH3:11][C:9]1([CH3:12])[O:10][C@@H:6]([CH2:5][CH2:4][NH2:1])[C:7]([CH3:14])([CH3:13])[O:8]1. Given the reactants [N:1]([CH2:4][CH2:5][C@@H:6]1[O:10][C:9]([CH3:12])([CH3:11])[O:8][C:7]1([CH3:14])[CH3:13])=[N+]=[N-], predict the reaction product.